From a dataset of Peptide-MHC class I binding affinity with 185,985 pairs from IEDB/IMGT. Regression. Given a peptide amino acid sequence and an MHC pseudo amino acid sequence, predict their binding affinity value. This is MHC class I binding data. The peptide sequence is DQRSQILQI. The MHC is H-2-Db with pseudo-sequence H-2-Db. The binding affinity (normalized) is 0.0641.